Task: Predict the product of the given reaction.. Dataset: Forward reaction prediction with 1.9M reactions from USPTO patents (1976-2016) (1) Given the reactants [CH2:1]1[C:9]2[C:4](=[CH:5][CH:6]=[CH:7][CH:8]=2)[CH2:3][NH:2]1.[C:10]([C:14]1[CH:15]=[CH:16][C:17]([O:23][CH3:24])=[C:18]([CH:22]=1)[C:19](O)=[O:20])([CH3:13])([CH3:12])[CH3:11].C(N(C(C)C)CC)(C)C.P(F)(F)(F)(F)F.N1(OC(N(C)C)=[N+](C)C)C2N=CC=CC=2N=N1.C([O-])(O)=O.[Na+], predict the reaction product. The product is: [C:10]([C:14]1[CH:15]=[CH:16][C:17]([O:23][CH3:24])=[C:18]([CH:22]=1)[C:19]([N:2]1[CH2:3][C:4]2[C:9](=[CH:8][CH:7]=[CH:6][CH:5]=2)[CH2:1]1)=[O:20])([CH3:13])([CH3:11])[CH3:12]. (2) Given the reactants [CH:1]([CH:14]1[N:18]([CH2:19][C:20]([O:22][C:23]([CH3:26])([CH3:25])[CH3:24])=[O:21])[C@H:17]([C:27]2[CH:32]=[CH:31][CH:30]=[CH:29][CH:28]=2)[CH2:16][O:15]1)([C:8]1[CH:13]=[CH:12][CH:11]=[CH:10][CH:9]=1)[C:2]1[CH:7]=[CH:6][CH:5]=[CH:4][CH:3]=1.C([N-]C(C)C)(C)C.[Li+].[CH:41](=[O:45])[CH:42]([CH3:44])[CH3:43].C(=O)(O)[O-].[Na+], predict the reaction product. The product is: [C:23]([O:22][C:20](=[O:21])[C@@H:19]([N:18]1[C@H:17]([C:27]2[CH:32]=[CH:31][CH:30]=[CH:29][CH:28]=2)[CH2:16][O:15][CH:14]1[CH:1]([C:2]1[CH:7]=[CH:6][CH:5]=[CH:4][CH:3]=1)[C:8]1[CH:9]=[CH:10][CH:11]=[CH:12][CH:13]=1)[C@@H:41]([OH:45])[CH:42]([CH3:44])[CH3:43])([CH3:26])([CH3:24])[CH3:25]. (3) The product is: [CH:22]1([O:13][C:14]2[CH:21]=[CH:20][C:17]([CH:18]=[O:19])=[CH:16][CH:15]=2)[CH2:27][CH2:26][CH2:25][CH2:24][CH2:23]1. Given the reactants CCOC(/N=N/C(OCC)=O)=O.[OH:13][C:14]1[CH:21]=[CH:20][C:17]([CH:18]=[O:19])=[CH:16][CH:15]=1.[CH:22]1(O)[CH2:27][CH2:26][CH2:25][CH2:24][CH2:23]1.C1(P(C2C=CC=CC=2)C2C=CC=CC=2)C=CC=CC=1, predict the reaction product. (4) Given the reactants CO[C:3]1[C:11](OC)=[CH:10][C:9]2[C:5](=[CH:6][O:7][C:8]=2[C:14]2[CH:22]=[CH:21][C:17]3[O:18][CH2:19][O:20][C:16]=3[CH:15]=2)[CH:4]=1.[C:23]([C:30]([O:32][CH2:33]C)=[O:31])#[C:24][C:25]([O:27][CH2:28]C)=[O:26], predict the reaction product. The product is: [O:18]1[C:17]2[CH:21]=[CH:22][C:14]([C:8]3[C:9]4[C:5](=[CH:4][CH:3]=[CH:11][CH:10]=4)[C:6]([OH:7])=[C:23]([C:30]([O:32][CH3:33])=[O:31])[C:24]=3[C:25]([O:27][CH3:28])=[O:26])=[CH:15][C:16]=2[O:20][CH2:19]1. (5) Given the reactants [Cl:1][C:2]1[N:7]=[CH:6][C:5]([C:8]2[S:9][CH:10]=[C:11]([C:13]([N:15]3[CH2:20][CH2:19][CH2:18]C(O)C3)=[O:14])[N:12]=2)=[C:4]([NH:22][CH:23]([CH3:25])[CH3:24])[CH:3]=1.[NH:26]1[CH2:31][CH2:30][CH2:29][CH:28](O)[CH2:27]1.N1(CCCN)CCCC[CH2:34]1, predict the reaction product. The product is: [Cl:1][C:2]1[N:7]=[CH:6][C:5]([C:8]2[S:9][C:10]([CH3:34])=[C:11]([C:13]([NH:15][CH2:20][CH2:19][CH2:18][N:26]3[CH2:31][CH2:30][CH2:29][CH2:28][CH2:27]3)=[O:14])[N:12]=2)=[C:4]([NH:22][CH:23]([CH3:24])[CH3:25])[CH:3]=1. (6) Given the reactants [Br:1][C:2]1[C:7]([O:8][CH3:9])=[CH:6][C:5]([CH2:10]C#N)=[C:4]([F:13])[CH:3]=1.[Br:14]C1C=CC(C2(C#N)CC2)=C(F)C=1, predict the reaction product. The product is: [Br:1][C:2]1[CH:3]=[C:4]([F:13])[C:5]([CH2:10][Br:14])=[CH:6][C:7]=1[O:8][CH3:9].